From a dataset of Forward reaction prediction with 1.9M reactions from USPTO patents (1976-2016). Predict the product of the given reaction. (1) Given the reactants [CH2:1](O)[C:2]#[CH:3].[C:5]([OH:13])(=[O:12])[C:6]1[CH:11]=[CH:10][CH:9]=[CH:8][CH:7]=1.OS(O)(=O)=O, predict the reaction product. The product is: [C:5]([O:13][CH2:3][C:2]#[CH:1])(=[O:12])[C:6]1[CH:11]=[CH:10][CH:9]=[CH:8][CH:7]=1. (2) The product is: [C:1]([C:3]1[CH:4]=[C:5]([C:14]2[O:18][N:17]=[C:16]([C:19]3[CH:27]=[CH:26][C:25]4[N:24]5[CH2:28][CH2:29][CH:30]([CH2:31][C:32]([OH:34])=[O:33])[C:23]5=[CH:22][C:21]=4[CH:20]=3)[N:15]=2)[CH:6]=[CH:7][C:8]=1[O:9][C:10]([F:13])([F:11])[F:12])#[N:2]. Given the reactants [C:1]([C:3]1[CH:4]=[C:5]([C:14]2[O:18][N:17]=[C:16]([C:19]3[CH:27]=[CH:26][C:25]4[N:24]5[CH2:28][CH2:29][CH:30]([CH2:31][C:32]([O:34]C(C)(C)C)=[O:33])[C:23]5=[CH:22][C:21]=4[CH:20]=3)[N:15]=2)[CH:6]=[CH:7][C:8]=1[O:9][C:10]([F:13])([F:12])[F:11])#[N:2].C1(SC)C=CC=CC=1.FC(F)(F)C(O)=O, predict the reaction product. (3) The product is: [C:18]([O:22][C:23]([N:25]1[CH2:30][CH2:29][CH:28]([O:1][C:2]2[CH:11]=[C:10]([O:12][CH2:13][C:14]([F:15])([F:16])[F:17])[CH:9]=[CH:8][C:3]=2[C:4]([O:6][CH3:7])=[O:5])[CH2:27][CH2:26]1)=[O:24])([CH3:21])([CH3:19])[CH3:20]. Given the reactants [OH:1][C:2]1[CH:11]=[C:10]([O:12][CH2:13][C:14]([F:17])([F:16])[F:15])[CH:9]=[CH:8][C:3]=1[C:4]([O:6][CH3:7])=[O:5].[C:18]([O:22][C:23]([N:25]1[CH2:30][CH2:29][CH:28](O)[CH2:27][CH2:26]1)=[O:24])([CH3:21])([CH3:20])[CH3:19], predict the reaction product. (4) Given the reactants BrC1C=[C:4]([O:15][CH3:16])[C:5]([N:8]2[CH2:13]CN(C)CC2)=NC=1.Cl[C:18]1[CH:23]=[C:22]([O:24][CH3:25])[CH:21]=[CH:20][N:19]=1, predict the reaction product. The product is: [NH:8]1[CH2:5][CH2:4][O:15][CH2:16][CH2:13]1.[O:24]([C:22]1[CH:21]=[CH:20][N:19]=[C:18]([N:8]2[CH2:5][CH2:4][O:15][CH2:16][CH2:13]2)[CH:23]=1)[CH3:25].